Dataset: Catalyst prediction with 721,799 reactions and 888 catalyst types from USPTO. Task: Predict which catalyst facilitates the given reaction. (1) Reactant: [CH3:1][N:2]1[CH2:6][CH2:5][N:4]([CH3:7])[CH:3]1[C:8]1[S:9][CH:10]=[CH:11][CH:12]=1.CN(CCN(C)C)C.[Li]CCCC.Cl[P:27](=[O:34])([O:31][CH2:32][CH3:33])[O:28][CH2:29][CH3:30]. Product: [CH2:29]([O:28][P:27]([C:10]1[S:9][C:8]([CH:3]2[N:4]([CH3:7])[CH2:5][CH2:6][N:2]2[CH3:1])=[CH:12][CH:11]=1)(=[O:34])[O:31][CH2:32][CH3:33])[CH3:30]. The catalyst class is: 1. (2) Reactant: [O:1]=[C:2]1[NH:11][C:10]2[N:9]=[CH:8][CH:7]=[C:6]([O:12][C:13]3[CH:14]=[CH:15][C:16]4[O:20][C@@H:19]5[C@@H:21]([C:22](O)=[O:23])[C@@H:18]5[C:17]=4[CH:25]=3)[C:5]=2[CH2:4][CH2:3]1.CCN(CC)CC.C1C=CC(P([N:47]=[N+:48]=[N-:49])(C2C=CC=CC=2)=O)=CC=1.O. Product: [O:1]=[C:2]1[NH:11][C:10]2[N:9]=[CH:8][CH:7]=[C:6]([O:12][C:13]3[CH:14]=[CH:15][C:16]4[O:20][C@@H:19]5[C@@H:21]([C:22]([N:47]=[N+:48]=[N-:49])=[O:23])[C@@H:18]5[C:17]=4[CH:25]=3)[C:5]=2[CH2:4][CH2:3]1. The catalyst class is: 3.